The task is: Predict the reaction yield, written as a fraction of the theoretical maximum amount of product (1.0 means a 100% yield; for example, 0.34 means a 34% yield).. This data is from Reaction yield outcomes from USPTO patents with 853,638 reactions. (1) The reactants are Br[C:2]1[CH:7]=[C:6]([F:8])[CH:5]=[C:4]([Br:9])[CH:3]=1.[CH3:10][N:11]1[CH2:16][CH2:15][CH:14]([NH:17][CH3:18])[CH2:13][CH2:12]1.CC(C)([O-])C.[Na+].C1(C)C=CC=CC=1. The catalyst is C(OCC)(=O)C.C1C=CC(/C=C/C(/C=C/C2C=CC=CC=2)=O)=CC=1.C1C=CC(/C=C/C(/C=C/C2C=CC=CC=2)=O)=CC=1.C1C=CC(/C=C/C(/C=C/C2C=CC=CC=2)=O)=CC=1.[Pd].[Pd].C1(P(C2C=CC=CC=2)C2C=CC3C(=CC=CC=3)C=2C2C3C(=CC=CC=3)C=CC=2P(C2C=CC=CC=2)C2C=CC=CC=2)C=CC=CC=1. The product is [CH3:10][N:11]1[CH2:16][CH2:15][CH:14]([NH:17][CH2:18][C:2]2[CH:7]=[C:6]([F:8])[CH:5]=[C:4]([Br:9])[CH:3]=2)[CH2:13][CH2:12]1. The yield is 0.550. (2) The reactants are [CH:1]([C:4]1[CH:12]=[C:7]2[CH:8]=[CH:9][CH:10]=[CH:11][N:6]2[N:5]=1)([CH3:3])[CH3:2].[C:13](O[C:13](=[O:16])[CH2:14][CH3:15])(=[O:16])[CH2:14][CH3:15].C([O-])([O-])=O.[K+].[K+]. The catalyst is OS(O)(=O)=O. The product is [CH:1]([C:4]1[C:12]([C:13](=[O:16])[CH2:14][CH3:15])=[C:7]2[CH:8]=[CH:9][CH:10]=[CH:11][N:6]2[N:5]=1)([CH3:3])[CH3:2]. The yield is 0.154. (3) The reactants are [CH3:1][NH:2][CH2:3][CH:4]([CH3:6])[CH3:5].C(N(CC)CC)C.Cl.[F:15][C:16]([F:50])([F:49])[C:17]1[CH:22]=[C:21]([C:23]2[CH:28]=[CH:27][C:26]([C:29]([F:32])([F:31])[F:30])=[CH:25][CH:24]=2)[N:20]=[C:19]([C:33]2[CH:38]=[CH:37][N:36]=[C:35]([C:39]3[CH:40]=[C:41]([S:45](Cl)(=[O:47])=[O:46])[CH:42]=[CH:43][CH:44]=3)[CH:34]=2)[N:18]=1. The catalyst is C1COCC1. The product is [CH2:3]([N:2]([CH3:1])[S:45]([C:41]1[CH:42]=[CH:43][CH:44]=[C:39]([C:35]2[CH:34]=[C:33]([C:19]3[N:18]=[C:17]([C:16]([F:15])([F:49])[F:50])[CH:22]=[C:21]([C:23]4[CH:28]=[CH:27][C:26]([C:29]([F:32])([F:30])[F:31])=[CH:25][CH:24]=4)[N:20]=3)[CH:38]=[CH:37][N:36]=2)[CH:40]=1)(=[O:46])=[O:47])[CH:4]([CH3:6])[CH3:5]. The yield is 0.800. (4) The reactants are [C:1]1([CH2:7][O:8][C:9]([NH:11][C@H:12]([C:17]([NH:19][CH:20]2[CH2:26][CH2:25][CH2:24][N:23](C(OC(C)(C)C)=O)[CH2:22][CH2:21]2)=[O:18])[CH2:13][CH:14]([CH3:16])[CH3:15])=[O:10])[CH:6]=[CH:5][CH:4]=[CH:3][CH:2]=1.Cl. The catalyst is CO.O1CCOCC1. The product is [NH:23]1[CH2:24][CH2:25][CH2:26][CH:20]([NH:19][C:17]([C@@H:12]([NH:11][C:9](=[O:10])[O:8][CH2:7][C:1]2[CH:2]=[CH:3][CH:4]=[CH:5][CH:6]=2)[CH2:13][CH:14]([CH3:16])[CH3:15])=[O:18])[CH2:21][CH2:22]1. The yield is 1.00. (5) The reactants are [H-].[Al+3].[Li+].[H-].[H-].[H-].[CH2:7]([N:14]1[CH2:25][CH2:24][C:17]2([O:22][CH2:21][C:20](=O)[NH:19][CH2:18]2)[CH2:16][CH2:15]1)[C:8]1[CH:13]=[CH:12][CH:11]=[CH:10][CH:9]=1. The catalyst is O1CCCC1. The product is [CH2:7]([N:14]1[CH2:15][CH2:16][C:17]2([O:22][CH2:21][CH2:20][NH:19][CH2:18]2)[CH2:24][CH2:25]1)[C:8]1[CH:9]=[CH:10][CH:11]=[CH:12][CH:13]=1. The yield is 0.820. (6) The reactants are [OH-:1].[K+].[CH2:3]([O:10][C:11]1[CH:20]=[C:19]2[C:14]([CH:15]=[CH:16][C:17]([C:21]#N)=[CH:18]2)=[CH:13][CH:12]=1)[C:4]1[CH:9]=[CH:8][CH:7]=[CH:6][CH:5]=1.C1(C)C=CC=CC=1.Cl.[OH2:31]. The catalyst is C(O)C. The product is [CH2:3]([O:10][C:11]1[CH:20]=[C:19]2[C:14]([CH:15]=[CH:16][C:17]([C:21]([OH:31])=[O:1])=[CH:18]2)=[CH:13][CH:12]=1)[C:4]1[CH:9]=[CH:8][CH:7]=[CH:6][CH:5]=1. The yield is 0.720. (7) The reactants are [CH:1]([C:3]1[CH:11]=[CH:10][C:6]([C:7]([OH:9])=[O:8])=[CH:5][CH:4]=1)=O.[CH3:12][N:13]1[CH2:18][CH2:17][NH:16][CH2:15][CH2:14]1.[H][H]. The catalyst is CO.[Pt]. The product is [CH3:12][N:13]1[CH2:18][CH2:17][N:16]([CH2:1][C:3]2[CH:11]=[CH:10][C:6]([C:7]([OH:9])=[O:8])=[CH:5][CH:4]=2)[CH2:15][CH2:14]1. The yield is 0.700. (8) The reactants are [Cl:1][C:2]1[CH:7]=[C:6]([Cl:8])[CH:5]=[CH:4][C:3]=1[C:9]1[N:10]=[C:11](/[CH:22]=[CH:23]/[C:24]2[CH:29]=[CH:28][C:27]([C:30]3[CH:35]=[CH:34][CH:33]=[C:32]([C:36]([F:39])([F:38])[F:37])[CH:31]=3)=[CH:26][CH:25]=2)[N:12]([CH2:14][C:15]2[CH:20]=[CH:19][C:18]([NH2:21])=[CH:17][CH:16]=2)[CH:13]=1.[C:40](N1C=CN=C1)(N1C=CN=C1)=[O:41].[CH3:52][O:53][C:54](=[O:57])[CH2:55][NH2:56]. The catalyst is CN(C)C1C=CN=CC=1.ClCCCl. The product is [CH3:52][O:53][C:54](=[O:57])[CH2:55][NH:56][C:40]([NH:21][C:18]1[CH:17]=[CH:16][C:15]([CH2:14][N:12]2[CH:13]=[C:9]([C:3]3[CH:4]=[CH:5][C:6]([Cl:8])=[CH:7][C:2]=3[Cl:1])[N:10]=[C:11]2/[CH:22]=[CH:23]/[C:24]2[CH:29]=[CH:28][C:27]([C:30]3[CH:35]=[CH:34][CH:33]=[C:32]([C:36]([F:38])([F:39])[F:37])[CH:31]=3)=[CH:26][CH:25]=2)=[CH:20][CH:19]=1)=[O:41]. The yield is 0.410.